This data is from NCI-60 drug combinations with 297,098 pairs across 59 cell lines. The task is: Regression. Given two drug SMILES strings and cell line genomic features, predict the synergy score measuring deviation from expected non-interaction effect. (1) Cell line: EKVX. Drug 2: CC(C)CN1C=NC2=C1C3=CC=CC=C3N=C2N. Synergy scores: CSS=-6.19, Synergy_ZIP=1.42, Synergy_Bliss=-4.64, Synergy_Loewe=-6.64, Synergy_HSA=-6.94. Drug 1: CCCS(=O)(=O)NC1=C(C(=C(C=C1)F)C(=O)C2=CNC3=C2C=C(C=N3)C4=CC=C(C=C4)Cl)F. (2) Drug 1: CC1OCC2C(O1)C(C(C(O2)OC3C4COC(=O)C4C(C5=CC6=C(C=C35)OCO6)C7=CC(=C(C(=C7)OC)O)OC)O)O. Drug 2: CC1C(C(CC(O1)OC2CC(OC(C2O)C)OC3=CC4=CC5=C(C(=O)C(C(C5)C(C(=O)C(C(C)O)O)OC)OC6CC(C(C(O6)C)O)OC7CC(C(C(O7)C)O)OC8CC(C(C(O8)C)O)(C)O)C(=C4C(=C3C)O)O)O)O. Cell line: SNB-75. Synergy scores: CSS=12.3, Synergy_ZIP=-4.10, Synergy_Bliss=0.192, Synergy_Loewe=1.05, Synergy_HSA=1.18. (3) Drug 1: CNC(=O)C1=CC=CC=C1SC2=CC3=C(C=C2)C(=NN3)C=CC4=CC=CC=N4. Drug 2: CN(C)N=NC1=C(NC=N1)C(=O)N. Cell line: SW-620. Synergy scores: CSS=0.172, Synergy_ZIP=3.96, Synergy_Bliss=1.43, Synergy_Loewe=-10.6, Synergy_HSA=-4.68. (4) Drug 1: CC1OCC2C(O1)C(C(C(O2)OC3C4COC(=O)C4C(C5=CC6=C(C=C35)OCO6)C7=CC(=C(C(=C7)OC)O)OC)O)O. Drug 2: C1=NC2=C(N=C(N=C2N1C3C(C(C(O3)CO)O)F)Cl)N. Cell line: NCI-H322M. Synergy scores: CSS=12.5, Synergy_ZIP=-3.31, Synergy_Bliss=-2.04, Synergy_Loewe=-5.14, Synergy_HSA=-2.04. (5) Drug 1: C1=CC(=CC=C1CCC2=CNC3=C2C(=O)NC(=N3)N)C(=O)NC(CCC(=O)O)C(=O)O. Drug 2: CC1C(C(CC(O1)OC2CC(CC3=C2C(=C4C(=C3O)C(=O)C5=C(C4=O)C(=CC=C5)OC)O)(C(=O)C)O)N)O.Cl. Cell line: ACHN. Synergy scores: CSS=38.7, Synergy_ZIP=6.49, Synergy_Bliss=7.40, Synergy_Loewe=8.07, Synergy_HSA=9.61. (6) Drug 1: CC(C1=C(C=CC(=C1Cl)F)Cl)OC2=C(N=CC(=C2)C3=CN(N=C3)C4CCNCC4)N. Drug 2: C1=CC(=CC=C1CCC2=CNC3=C2C(=O)NC(=N3)N)C(=O)NC(CCC(=O)O)C(=O)O. Cell line: MCF7. Synergy scores: CSS=34.1, Synergy_ZIP=-1.04, Synergy_Bliss=0.554, Synergy_Loewe=-4.60, Synergy_HSA=3.17.